Task: Predict which catalyst facilitates the given reaction.. Dataset: Catalyst prediction with 721,799 reactions and 888 catalyst types from USPTO (1) Reactant: [H-].C([Al+]CC(C)C)C(C)C.C1(C)C=CC=CC=1.Cl.C[O:20][C:21](=O)[C:22]([S:35]([C:38]1[CH:43]=[CH:42][CH:41]=[CH:40][CH:39]=1)(=[O:37])=[O:36])([CH3:34])[CH2:23][CH2:24][CH2:25][N:26]1[CH2:31][C:30]([CH3:32])=[C:29]([CH3:33])[CH2:28][CH2:27]1. Product: [C:38]1([S:35]([C:22]([CH3:34])([CH2:23][CH2:24][CH2:25][N:26]2[CH2:31][C:30]([CH3:32])=[C:29]([CH3:33])[CH2:28][CH2:27]2)[CH2:21][OH:20])(=[O:36])=[O:37])[CH:39]=[CH:40][CH:41]=[CH:42][CH:43]=1. The catalyst class is: 4. (2) Reactant: F[C:2]1[CH:9]=[CH:8][C:7]([F:10])=[CH:6][C:3]=1[C:4]#[N:5].[NH:11]1[CH2:16][CH2:15][O:14][CH2:13][CH2:12]1.O. Product: [F:10][C:7]1[CH:8]=[CH:9][C:2]([N:11]2[CH2:16][CH2:15][O:14][CH2:13][CH2:12]2)=[C:3]([CH:6]=1)[C:4]#[N:5]. The catalyst class is: 16.